The task is: Predict the product of the given reaction.. This data is from Forward reaction prediction with 1.9M reactions from USPTO patents (1976-2016). (1) Given the reactants [Cl:1][C:2]1[C:3]([C:9]2[CH:10]=[CH:11][C:12]3[N:16]=[CH:15][N:14]([CH2:17][C:18]4[CH:23]=[CH:22][CH:21]=[C:20]([F:24])[CH:19]=4)[C:13]=3[CH:25]=2)=[CH:4][C:5](F)=[N:6][CH:7]=1.[CH3:26][N:27]([C:32]1[CH:37]=[CH:36][CH:35]=[CH:34][N:33]=1)[CH2:28][CH2:29][CH2:30][NH2:31].C(N(CC)C(C)C)(C)C, predict the reaction product. The product is: [Cl:1][C:2]1[C:3]([C:9]2[CH:10]=[CH:11][C:12]3[N:16]=[CH:15][N:14]([CH2:17][C:18]4[CH:23]=[CH:22][CH:21]=[C:20]([F:24])[CH:19]=4)[C:13]=3[CH:25]=2)=[CH:4][C:5]([NH:31][CH2:30][CH2:29][CH2:28][N:27]([CH3:26])[C:32]2[CH:37]=[CH:36][CH:35]=[CH:34][N:33]=2)=[N:6][CH:7]=1. (2) Given the reactants [C:1]([CH:4]1[NH:9][CH2:8][CH2:7][N:6]([C:10]([O:12][C:13]([CH3:16])([CH3:15])[CH3:14])=[O:11])[CH2:5]1)(=[O:3])[NH2:2].CCN(CC)CC.[C:24](Cl)(=[O:27])[CH:25]=[CH2:26], predict the reaction product. The product is: [C:24]([N:9]1[CH2:8][CH2:7][N:6]([C:10]([O:12][C:13]([CH3:16])([CH3:15])[CH3:14])=[O:11])[CH2:5][CH:4]1[C:1](=[O:3])[NH2:2])(=[O:27])[CH:25]=[CH2:26].